From a dataset of Full USPTO retrosynthesis dataset with 1.9M reactions from patents (1976-2016). Predict the reactants needed to synthesize the given product. (1) The reactants are: Cl.[O:2]=[C:3]1[NH:8][C:7](=[O:9])[C:6]([C:10]2[C:11]([C:16]#[N:17])=[N:12][CH:13]=[CH:14][CH:15]=2)=[CH:5][NH:4]1.C([O-])([O-])=O.[K+].[K+].Br[CH2:25][CH2:26][CH:27]([O:30][CH3:31])[O:28][CH3:29].O. Given the product [CH3:29][O:28][CH:27]([O:30][CH3:31])[CH2:26][CH2:25][N:4]1[CH:5]=[C:6]([C:10]2[C:11]([C:16]#[N:17])=[N:12][CH:13]=[CH:14][CH:15]=2)[C:7](=[O:9])[NH:8][C:3]1=[O:2], predict the reactants needed to synthesize it. (2) Given the product [C:1]([C:5]1[CH:10]=[CH:9][C:8]([S:11]([NH:14][C:15]2[C:25]([C:43]3[CH:42]=[CH:41][C:40]([C:38]([OH:39])=[O:37])=[C:49]4[C:44]=3[CH:45]=[CH:46][CH:47]=[N:48]4)=[CH:24][C:18]3[O:19][C:20]([F:22])([F:23])[O:21][C:17]=3[CH:16]=2)(=[O:12])=[O:13])=[CH:7][C:6]=1[F:35])([CH3:3])([CH3:4])[CH3:2], predict the reactants needed to synthesize it. The reactants are: [C:1]([C:5]1[CH:10]=[CH:9][C:8]([S:11]([NH:14][C:15]2[C:25](B3OC(C)(C)C(C)(C)O3)=[CH:24][C:18]3[O:19][C:20]([F:23])([F:22])[O:21][C:17]=3[CH:16]=2)(=[O:13])=[O:12])=[CH:7][C:6]=1[F:35])([CH3:4])([CH3:3])[CH3:2].C[O:37][C:38]([C:40]1[CH:41]=[CH:42][C:43](Br)=[C:44]2[C:49]=1[N:48]=[CH:47][CH:46]=[CH:45]2)=[O:39].C([O-])([O-])=O.[K+].[K+].O[Li].O. (3) Given the product [Cl:21][CH2:12][C:8]1[CH:9]=[N:10][O:11][C:7]=1[C:5]1[S:6][C:2]([Cl:1])=[CH:3][CH:4]=1, predict the reactants needed to synthesize it. The reactants are: [Cl:1][C:2]1[S:6][C:5]([C:7]2[O:11][N:10]=[CH:9][C:8]=2[CH2:12]O)=[CH:4][CH:3]=1.O1CCCC1.S(Cl)([Cl:21])=O. (4) Given the product [CH3:2][O:3][C:4]1[CH:5]=[C:6]2[C:11](=[CH:12][CH:13]=1)[CH:10]=[C:9]([C@H:14]([CH3:18])[C:15]([O:17][CH2:20][CH2:21][OH:22])=[O:16])[CH:8]=[CH:7]2, predict the reactants needed to synthesize it. The reactants are: [Na+].[CH3:2][O:3][C:4]1[CH:5]=[C:6]2[C:11](=[CH:12][CH:13]=1)[CH:10]=[C:9]([C@H:14]([CH3:18])[C:15]([O-:17])=[O:16])[CH:8]=[CH:7]2.Br[CH2:20][CH2:21][OH:22].CCOCC.CCCCCC. (5) Given the product [S:21]1[C:22]2[CH:28]=[CH:27][CH:26]=[CH:25][C:23]=2[N:24]=[C:20]1[CH:11]([O:12][CH:13]1[CH2:18][CH2:17][N:16]([CH3:19])[CH2:15][CH2:14]1)[C:7]1[CH:6]=[C:5]([CH2:4][OH:3])[CH:10]=[CH:9][CH:8]=1, predict the reactants needed to synthesize it. The reactants are: C([O:3][C:4](=O)[C:5]1[CH:10]=[CH:9][CH:8]=[C:7]([CH:11]([C:20]2[S:21][C:22]3[CH:28]=[CH:27][CH:26]=[CH:25][C:23]=3[N:24]=2)[O:12][CH:13]2[CH2:18][CH2:17][N:16]([CH3:19])[CH2:15][CH2:14]2)[CH:6]=1)C.[H-].[Al+3].[Li+].[H-].[H-].[H-]. (6) Given the product [F:1][C:2]1[CH:3]=[C:4]([NH:26][C:27](=[O:39])[CH2:28][C:29]([NH:31][C:32]2[CH:33]=[CH:34][C:35]([F:38])=[CH:36][CH:37]=2)=[O:30])[CH:5]=[CH:6][C:7]=1[O:8][C:9]1[C:14]2=[C:15]([CH:18]=[C:19]3[CH2:24][CH2:23][CH:22]([OH:25])[CH2:21][CH2:20]3)[CH:16]=[CH:17][N:13]2[N:12]=[CH:11][N:10]=1, predict the reactants needed to synthesize it. The reactants are: [F:1][C:2]1[CH:3]=[C:4]([NH:26][C:27](=[O:39])[CH2:28][C:29]([NH:31][C:32]2[CH:37]=[CH:36][C:35]([F:38])=[CH:34][CH:33]=2)=[O:30])[CH:5]=[CH:6][C:7]=1[O:8][C:9]1[C:14]2=[C:15]([CH:18]=[C:19]3[CH2:24][CH2:23][C:22](=[O:25])[CH2:21][CH2:20]3)[CH:16]=[CH:17][N:13]2[N:12]=[CH:11][N:10]=1.[BH4-].[Na+]. (7) Given the product [Cl:31][C:28]1[CH:29]=[CH:30][C:25]([CH:11]([C:12]2[C:20]3[C:15](=[C:16]([CH2:22][S:23][CH3:24])[CH:17]=[C:18]([F:21])[CH:19]=3)[NH:14][CH:13]=2)[CH2:10][CH2:9][C:1]#[N:2])=[C:26]([F:32])[CH:27]=1, predict the reactants needed to synthesize it. The reactants are: [C-:1]#[N:2].[K+].CS(O[CH2:9][CH2:10][CH:11]([C:25]1[CH:30]=[CH:29][C:28]([Cl:31])=[CH:27][C:26]=1[F:32])[C:12]1[C:20]2[C:15](=[C:16]([CH2:22][S:23][CH3:24])[CH:17]=[C:18]([F:21])[CH:19]=2)[NH:14][CH:13]=1)(=O)=O. (8) Given the product [CH:20]1([O:24][CH2:25][C:26]2[CH:27]=[C:28]([O:37][CH3:38])[C:29]([C:2]3[N:3]4[N:9]=[C:8]([O:10][CH3:11])[C:7]([NH:12][C:13](=[O:19])[O:14][C:15]([CH3:18])([CH3:17])[CH3:16])=[C:4]4[S:5][CH:6]=3)=[C:30]([O:32][CH3:33])[CH:31]=2)[CH2:23][CH2:22][CH2:21]1, predict the reactants needed to synthesize it. The reactants are: Br[C:2]1[N:3]2[N:9]=[C:8]([O:10][CH3:11])[C:7]([NH:12][C:13](=[O:19])[O:14][C:15]([CH3:18])([CH3:17])[CH3:16])=[C:4]2[S:5][CH:6]=1.[CH:20]1([O:24][CH2:25][C:26]2[CH:31]=[C:30]([O:32][CH3:33])[C:29](B(O)O)=[C:28]([O:37][CH3:38])[CH:27]=2)[CH2:23][CH2:22][CH2:21]1.C(=O)([O-])[O-].[K+].[K+].C1(P(C2C=CC=CC=2)C2C=CC=CC=2)C=CC=CC=1.